Task: Regression/Classification. Given a drug SMILES string, predict its toxicity properties. Task type varies by dataset: regression for continuous values (e.g., LD50, hERG inhibition percentage) or binary classification for toxic/non-toxic outcomes (e.g., AMES mutagenicity, cardiotoxicity, hepatotoxicity). Dataset: ld50_zhu.. Dataset: Acute oral toxicity (LD50) regression data from Zhu et al. (1) The rat oral LD50 is 2.96, given as -log10 of the dose in mol/kg body weight (higher means more acutely toxic). The drug is Cc1ccccc1NC(=S)NN. (2) The compound is Cc1c(CN2CCOC(c3ccccc3)C2C)c(=O)n(-c2ccccc2)n1C. The rat oral LD50 is 3.18, given as -log10 of the dose in mol/kg body weight (higher means more acutely toxic). (3) The compound is C=CN(CC)N=O. The rat oral LD50 is 3.06, given as -log10 of the dose in mol/kg body weight (higher means more acutely toxic). (4) The compound is CC(=O)c1cccc([N+](=O)[O-])c1. The rat oral LD50 is 1.71, given as -log10 of the dose in mol/kg body weight (higher means more acutely toxic). (5) The drug is Cc1cc(NS(=O)(=O)c2ccc(N)cc2)no1. The rat oral LD50 is 1.61, given as -log10 of the dose in mol/kg body weight (higher means more acutely toxic). (6) The drug is CCOP(=S)(OCC)SCc1nnc(C)o1. The rat oral LD50 is 4.70, given as -log10 of the dose in mol/kg body weight (higher means more acutely toxic). (7) The molecule is CCCCCCCCCCCCCCCCCC(=O)OCC(O)C1OCC(O)C1O. The rat oral LD50 is 1.14, given as -log10 of the dose in mol/kg body weight (higher means more acutely toxic). (8) The molecule is C=CCOC(=O)CC(SP(=S)(OC)OC)C(=O)OCC(C)SP(=S)(OC)OC. The rat oral LD50 is 2.83, given as -log10 of the dose in mol/kg body weight (higher means more acutely toxic).